This data is from Reaction yield outcomes from USPTO patents with 853,638 reactions. The task is: Predict the reaction yield, written as a fraction of the theoretical maximum amount of product (1.0 means a 100% yield; for example, 0.34 means a 34% yield). (1) The reactants are [H-].[Na+].[Cl:3][C:4]1[CH:9]=[CH:8][CH:7]=[CH:6][C:5]=1[NH:10][C:11]([C:13]1[S:26][C:16]2[C:17]3[CH:25]=[N:24][CH:23]=[CH:22][C:18]=3[O:19][CH2:20][CH2:21][C:15]=2[CH:14]=1)=[O:12].[CH3:27]I.O. The catalyst is O1CCCC1. The product is [Cl:3][C:4]1[CH:9]=[CH:8][CH:7]=[CH:6][C:5]=1[N:10]([CH3:27])[C:11]([C:13]1[S:26][C:16]2[C:17]3[CH:25]=[N:24][CH:23]=[CH:22][C:18]=3[O:19][CH2:20][CH2:21][C:15]=2[CH:14]=1)=[O:12]. The yield is 0.670. (2) The product is [ClH:18].[CH2:1]([O:3][CH2:4][CH:5]1[CH2:10][CH2:9][CH2:8][NH:7][CH2:6]1)[CH3:2]. The yield is 0.960. The reactants are [CH2:1]([O:3][CH2:4][CH:5]1[CH2:10][CH2:9][CH2:8][N:7](C(OC(C)(C)C)=O)[CH2:6]1)[CH3:2].[ClH:18]. The catalyst is O1CCOCC1. (3) The reactants are [C:1]([O:5][C:6]([N:8]1[CH:13]([CH2:14][CH3:15])[CH2:12][CH:11]([N:16]([CH2:27][C:28]2[CH:33]=[C:32]([C:34]([F:37])([F:36])[F:35])[CH:31]=[C:30]([Cl:38])[CH:29]=2)[C:17]2[O:18][CH:19]=[C:20]([C:22](OCC)=[O:23])[N:21]=2)[CH2:10][CH:9]1[CH2:39][C:40]1[CH:45]=[CH:44][CH:43]=[CH:42][CH:41]=1)=[O:7])([CH3:4])([CH3:3])[CH3:2].[BH4-].[Li+].CCOC(C)=O.Cl. The catalyst is C1COCC1.C(O)C. The product is [C:1]([O:5][C:6]([N:8]1[CH:13]([CH2:14][CH3:15])[CH2:12][CH:11]([N:16]([CH2:27][C:28]2[CH:33]=[C:32]([C:34]([F:36])([F:37])[F:35])[CH:31]=[C:30]([Cl:38])[CH:29]=2)[C:17]2[O:18][CH:19]=[C:20]([CH2:22][OH:23])[N:21]=2)[CH2:10][CH:9]1[CH2:39][C:40]1[CH:41]=[CH:42][CH:43]=[CH:44][CH:45]=1)=[O:7])([CH3:2])([CH3:3])[CH3:4]. The yield is 0.630. (4) The reactants are [CH3:1][O:2][CH:3]1[C@@H:7]2[O:8]C(C)(C)[O:10][C@@H:6]2[C@@H:5]([CH2:13][N:14]2[C:24]3=[C:25]4[C:20](=[CH:21][CH:22]=[CH:23]3)[C:19]([CH3:27])([CH3:26])[CH2:18][CH2:17][N:16]4[C:15]2=[O:28])[O:4]1. The catalyst is C(O)(=O)C.O. The product is [OH:10][C@H:6]1[C@@H:7]([OH:8])[CH:3]([O:2][CH3:1])[O:4][C@@H:5]1[CH2:13][N:14]1[C:24]2=[C:25]3[C:20](=[CH:21][CH:22]=[CH:23]2)[C:19]([CH3:26])([CH3:27])[CH2:18][CH2:17][N:16]3[C:15]1=[O:28]. The yield is 0.720. (5) The reactants are [CH2:1](OC(OCC)OCC)C.[CH3:11][O:12][C:13]1[N:18]=[C:17]([NH:19][CH2:20][C:21]2[CH:31]=[CH:30][C:24]3[N:25]=[C:26]([S:28][CH3:29])[S:27][C:23]=3[CH:22]=2)[C:16]([NH2:32])=[CH:15][CH:14]=1. No catalyst specified. The product is [CH3:11][O:12][C:13]1[N:18]=[C:17]2[N:19]([CH2:20][C:21]3[CH:31]=[CH:30][C:24]4[N:25]=[C:26]([S:28][CH3:29])[S:27][C:23]=4[CH:22]=3)[CH:1]=[N:32][C:16]2=[CH:15][CH:14]=1. The yield is 0.530. (6) The reactants are [N-:1]=[N+:2]=[N-:3].[Na+].OS(O)(=O)=O.[CH3:10][CH:11]1[CH2:16][C:15]([CH3:18])([CH3:17])[CH2:14][CH2:13][CH:12]1O.[NH4+].[OH-]. The catalyst is C(Cl)Cl. The product is [N:1]([CH:13]1[CH2:14][C:15]([CH3:18])([CH3:17])[CH2:16][C:11]([CH3:10])=[CH:12]1)=[N+:2]=[N-:3]. The yield is 0.440. (7) The reactants are [K].[CH2:2]([O:4][C:5](=[O:23])[CH2:6][C:7]([C:9]1[CH:14]=[CH:13][C:12]([O:15][CH2:16][C:17]2[CH:22]=[CH:21][CH:20]=[CH:19][CH:18]=2)=[CH:11][CH:10]=1)=[O:8])[CH3:3].[CH:24]1([CH2:30][CH2:31]Br)[CH2:29][CH2:28][CH2:27][CH2:26][CH2:25]1.[I-].[K+]. The catalyst is CN(C)C=O. The product is [CH2:2]([O:4][C:5](=[O:23])[CH:6]([C:7](=[O:8])[C:9]1[CH:14]=[CH:13][C:12]([O:15][CH2:16][C:17]2[CH:22]=[CH:21][CH:20]=[CH:19][CH:18]=2)=[CH:11][CH:10]=1)[CH2:31][CH2:30][CH:24]1[CH2:29][CH2:28][CH2:27][CH2:26][CH2:25]1)[CH3:3]. The yield is 0.700. (8) The reactants are [H-].[Na+].[N:3]1[CH:8]=[CH:7][CH:6]=[C:5]([CH2:9][OH:10])[CH:4]=1.Br[CH:12](C)[C:13]([O:15][C:16]([CH3:19])([CH3:18])[CH3:17])=[O:14].O. The catalyst is C1COCC1. The product is [N:3]1[CH:8]=[CH:7][CH:6]=[C:5]([CH2:9][O:10][CH2:12][C:13]([O:15][C:16]([CH3:19])([CH3:18])[CH3:17])=[O:14])[CH:4]=1. The yield is 0.563. (9) The reactants are [Br:1][C:2]1[CH:3]=[C:4]([NH:13][CH:14]2[CH2:19][CH2:18][O:17][CH2:16][CH2:15]2)[C:5]([CH3:12])=[C:6]([CH:11]=1)[C:7]([O:9][CH3:10])=[O:8].[CH:20](=O)[CH3:21].C(O)(=O)C.C(O[BH-](OC(=O)C)OC(=O)C)(=O)C.[Na+]. The catalyst is ClCCCl. The product is [Br:1][C:2]1[CH:3]=[C:4]([N:13]([CH2:20][CH3:21])[CH:14]2[CH2:19][CH2:18][O:17][CH2:16][CH2:15]2)[C:5]([CH3:12])=[C:6]([CH:11]=1)[C:7]([O:9][CH3:10])=[O:8]. The yield is 0.930.